From a dataset of CYP1A2 inhibition data for predicting drug metabolism from PubChem BioAssay. Regression/Classification. Given a drug SMILES string, predict its absorption, distribution, metabolism, or excretion properties. Task type varies by dataset: regression for continuous measurements (e.g., permeability, clearance, half-life) or binary classification for categorical outcomes (e.g., BBB penetration, CYP inhibition). Dataset: cyp1a2_veith. The molecule is CN1CCN(c2ncnc3ccc(-c4cccc(C#N)c4)cc23)CC1. The result is 1 (inhibitor).